From a dataset of NCI-60 drug combinations with 297,098 pairs across 59 cell lines. Regression. Given two drug SMILES strings and cell line genomic features, predict the synergy score measuring deviation from expected non-interaction effect. (1) Drug 1: CC1=C(C(=CC=C1)Cl)NC(=O)C2=CN=C(S2)NC3=CC(=NC(=N3)C)N4CCN(CC4)CCO. Drug 2: CC1CC(C(C(C=C(C(C(C=CC=C(C(=O)NC2=CC(=O)C(=C(C1)C2=O)OC)C)OC)OC(=O)N)C)C)O)OC. Cell line: HCT116. Synergy scores: CSS=56.4, Synergy_ZIP=14.9, Synergy_Bliss=7.53, Synergy_Loewe=-21.0, Synergy_HSA=4.03. (2) Drug 1: CC12CCC(CC1=CCC3C2CCC4(C3CC=C4C5=CN=CC=C5)C)O. Drug 2: CCCS(=O)(=O)NC1=C(C(=C(C=C1)F)C(=O)C2=CNC3=C2C=C(C=N3)C4=CC=C(C=C4)Cl)F. Cell line: OVCAR3. Synergy scores: CSS=-0.281, Synergy_ZIP=-3.81, Synergy_Bliss=-6.27, Synergy_Loewe=-7.57, Synergy_HSA=-6.53. (3) Drug 1: CCC1=CC2CC(C3=C(CN(C2)C1)C4=CC=CC=C4N3)(C5=C(C=C6C(=C5)C78CCN9C7C(C=CC9)(C(C(C8N6C)(C(=O)OC)O)OC(=O)C)CC)OC)C(=O)OC.C(C(C(=O)O)O)(C(=O)O)O. Drug 2: N.N.Cl[Pt+2]Cl. Cell line: SNB-19. Synergy scores: CSS=19.8, Synergy_ZIP=0.352, Synergy_Bliss=0.200, Synergy_Loewe=-33.4, Synergy_HSA=-1.62. (4) Drug 1: CNC(=O)C1=CC=CC=C1SC2=CC3=C(C=C2)C(=NN3)C=CC4=CC=CC=N4. Drug 2: CC1=C2C(C(=O)C3(C(CC4C(C3C(C(C2(C)C)(CC1OC(=O)C(C(C5=CC=CC=C5)NC(=O)OC(C)(C)C)O)O)OC(=O)C6=CC=CC=C6)(CO4)OC(=O)C)O)C)O. Cell line: HCT116. Synergy scores: CSS=36.2, Synergy_ZIP=6.04, Synergy_Bliss=0.822, Synergy_Loewe=-23.9, Synergy_HSA=1.40. (5) Drug 2: C1CN1C2=NC(=NC(=N2)N3CC3)N4CC4. Synergy scores: CSS=31.4, Synergy_ZIP=-4.08, Synergy_Bliss=1.00, Synergy_Loewe=-5.32, Synergy_HSA=3.28. Drug 1: CC1CCC2CC(C(=CC=CC=CC(CC(C(=O)C(C(C(=CC(C(=O)CC(OC(=O)C3CCCCN3C(=O)C(=O)C1(O2)O)C(C)CC4CCC(C(C4)OC)OCCO)C)C)O)OC)C)C)C)OC. Cell line: 786-0.